Dataset: B-cell epitopes from IEDB database with 3,159 antigens for binding position prediction. Task: Token-level Classification. Given an antigen amino acid sequence, predict which amino acid positions are active epitope sites capable of antibody binding. Output is a list of indices for active positions. Given the antigen sequence: MDVTIQHPWFKRTLGPFYPSRLFDQFFGEGLFEYDLLPFLSSTISPYYRQSLFRTVLDSGISEVRSDRDKFVIFLDVKHFSPEDLTVKVQDDFVEIHGKHNERQDDHGYISREFHRRYRLPSNVDQSALSCSLSADGMLTFCGPKIQTGLDATHAERAIPVSREEKPTSAPSS, which amino acid positions are active epitope sites? The epitope positions are: [102, 103, 104, 105, 106, 107, 108, 109, 110, 111, 112, 113, 114, 115, 116]. The amino acids at these positions are: RQDDHGYISREFHRR.